This data is from Forward reaction prediction with 1.9M reactions from USPTO patents (1976-2016). The task is: Predict the product of the given reaction. (1) The product is: [C:33]([OH:36])([C:18]([F:21])([F:20])[F:19])=[O:34].[NH2:23][C:24]1[N:29]=[CH:28][N:27]([CH3:30])[C:26](=[O:31])[C:25]=1[C:9]1[CH:17]=[C:16]([C:18]([F:19])([F:20])[F:21])[CH:15]=[C:14]2[C:10]=1[CH:11]=[N:12][NH:13]2. Given the reactants CC1(C)C(C)(C)OB([C:9]2[CH:17]=[C:16]([C:18]([F:21])([F:20])[F:19])[CH:15]=[C:14]3[C:10]=2[CH:11]=[N:12][NH:13]3)O1.[NH2:23][C:24]1[N:29]=[CH:28][N:27]([CH3:30])[C:26](=[O:31])[C:25]=1Br.[C:33]([O-:36])(O)=[O:34].[Na+], predict the reaction product. (2) Given the reactants [C:1](N1C=CN=C1)(N1C=CN=C1)=[O:2].[NH2:13][C:14]1[N:23]=[C:22]([C:24]([N:26]2[CH2:34][C:33]3[C:28](=[CH:29][CH:30]=[CH:31][CH:32]=3)[CH2:27]2)=[O:25])[C:21]2[C:16](=[CH:17][CH:18]=[C:19]([C:35]3[CH:40]=[C:39]([F:41])[C:38]([F:42])=[CH:37][C:36]=3[CH2:43][OH:44])[CH:20]=2)[N:15]=1.[CH3:45][N:46]1[CH2:51][CH2:50][NH:49][CH2:48][CH2:47]1.Cl.C(=O)(O)[O-], predict the reaction product. The product is: [CH3:45][N:46]1[CH2:51][CH2:50][N:49]([C:1]([O:44][CH2:43][C:36]2[CH:37]=[C:38]([F:42])[C:39]([F:41])=[CH:40][C:35]=2[C:19]2[CH:20]=[C:21]3[C:16](=[CH:17][CH:18]=2)[N:15]=[C:14]([NH2:13])[N:23]=[C:22]3[C:24]([N:26]2[CH2:27][C:28]3[C:33](=[CH:32][CH:31]=[CH:30][CH:29]=3)[CH2:34]2)=[O:25])=[O:2])[CH2:48][CH2:47]1. (3) Given the reactants C(O)(=O)C.C(O)(=O)C.IC1C=CC=CC=1.[F:16][C:17]1[CH:22]=[C:21]([F:23])[CH:20]=[CH:19][C:18]=1[C:24]1[C:29]([F:30])=[CH:28][N:27]=[C:26]([NH:31][C:32]2[CH:37]=[C:36]([C:38]([F:41])([F:40])[F:39])[CH:35]=[C:34]([CH2:42][S:43][CH3:44])[CH:33]=2)[N:25]=1.[N:45]#[C:46][NH2:47], predict the reaction product. The product is: [F:16][C:17]1[CH:22]=[C:21]([F:23])[CH:20]=[CH:19][C:18]=1[C:24]1[C:29]([F:30])=[CH:28][N:27]=[C:26]([NH:31][C:32]2[CH:33]=[C:34]([CH:35]=[C:36]([C:38]([F:41])([F:40])[F:39])[CH:37]=2)[CH2:42][S:43](=[N:47][C:46]#[N:45])[CH3:44])[N:25]=1. (4) Given the reactants Cl.Cl.[NH:3]1[CH2:8][CH2:7][CH:6]([O:9][C:10]2[CH:15]=[CH:14][CH:13]=[CH:12][C:11]=2[C:16]2[CH:21]=[CH:20][N:19]=[CH:18][CH:17]=2)[CH2:5][CH2:4]1.[OH-].[Na+], predict the reaction product. The product is: [NH:3]1[CH2:8][CH2:7][CH:6]([O:9][C:10]2[CH:15]=[CH:14][CH:13]=[CH:12][C:11]=2[C:16]2[CH:21]=[CH:20][N:19]=[CH:18][CH:17]=2)[CH2:5][CH2:4]1. (5) Given the reactants [Br:1][C:2]1[CH:7]=[C:6]([O:8][CH3:9])[C:5]([O:10][CH:11]([F:13])[F:12])=[CH:4][C:3]=1[CH2:14][C:15]([OH:17])=O.C(Cl)(=O)C([Cl:21])=O.CN(C=O)C, predict the reaction product. The product is: [Br:1][C:2]1[CH:7]=[C:6]([O:8][CH3:9])[C:5]([O:10][CH:11]([F:13])[F:12])=[CH:4][C:3]=1[CH2:14][C:15]([Cl:21])=[O:17]. (6) Given the reactants [NH:1]1[C:9]2[C:4](=[CH:5][C:6](B(O)O)=[CH:7][CH:8]=2)[CH:3]=[CH:2]1.[Cl-].[Li+].C(=O)([O-])[O-].[K+].[K+].[CH2:21](O)[CH2:22][CH2:23]O.[OH-].CO[CH2:29][CH2:30]OC, predict the reaction product. The product is: [NH3:1].[NH:1]1[C:9]2[C:4](=[CH:5][C:6]([C:22]3[CH2:23][CH:30]4[N:1]([CH3:9])[CH:2]([CH2:3][CH2:29]4)[CH:21]=3)=[CH:7][CH:8]=2)[CH:3]=[CH:2]1. (7) Given the reactants C(Cl)C[Cl:3].C1C=CC2N(O)N=NC=2C=1.C(N(CC)CC)C.Cl.[CH3:23][C:24]1[N:28]([CH2:29][C:30]2[CH:35]=[CH:34][CH:33]=[C:32]([C:36]([N:38]3[CH2:43][CH2:42][N:41]([CH3:44])[CH2:40][CH2:39]3)=[O:37])[CH:31]=2)[N:27]=[C:26]([C:45](O)=[O:46])[CH:25]=1.[F:48][C:49]([F:62])([F:61])[O:50][C:51]1[CH:52]=[C:53]([CH:58]=[CH:59][CH:60]=1)[C:54]([NH:56]O)=[NH:55].C(=O)(O)[O-], predict the reaction product. The product is: [ClH:3].[CH3:44][N:41]1[CH2:42][CH2:43][N:38]([C:36]([C:32]2[CH:33]=[CH:34][CH:35]=[C:30]([CH2:29][N:28]3[C:24]([CH3:23])=[CH:25][C:26]([C:45]4[O:46][N:56]=[C:54]([C:53]5[CH:58]=[CH:59][CH:60]=[C:51]([O:50][C:49]([F:48])([F:61])[F:62])[CH:52]=5)[N:55]=4)=[N:27]3)[CH:31]=2)=[O:37])[CH2:39][CH2:40]1. (8) The product is: [Br:1][C:2]1[CH:6]=[CH:5][S:4][C:3]=1[C:7]([N:9]([C:10]1[CH:15]=[CH:14][C:13]([O:16][Si:17]([C:20]([CH3:23])([CH3:22])[CH3:21])([CH3:18])[CH3:19])=[CH:12][CH:11]=1)[C:24](=[O:25])[O:26][C:27]([CH3:30])([CH3:29])[CH3:28])=[O:8]. Given the reactants [Br:1][C:2]1[CH:6]=[CH:5][S:4][C:3]=1[C:7]([NH:9][C:10]1[CH:15]=[CH:14][C:13]([O:16][Si:17]([C:20]([CH3:23])([CH3:22])[CH3:21])([CH3:19])[CH3:18])=[CH:12][CH:11]=1)=[O:8].[C:24](O[C:24]([O:26][C:27]([CH3:30])([CH3:29])[CH3:28])=[O:25])([O:26][C:27]([CH3:30])([CH3:29])[CH3:28])=[O:25], predict the reaction product. (9) The product is: [C:1]1([NH:7][C:8]([C:10]2[NH:11][C:12]3[C:17]([C:18]=2[C:19]2[CH:20]=[CH:21][CH:22]=[CH:23][CH:24]=2)=[CH:16][C:15]([NH:25][S:33]([C:30]2[CH:31]=[CH:32][C:27]([Br:26])=[CH:28][CH:29]=2)(=[O:35])=[O:34])=[CH:14][CH:13]=3)=[O:9])[CH:6]=[CH:5][CH:4]=[CH:3][CH:2]=1. Given the reactants [C:1]1([NH:7][C:8]([C:10]2[NH:11][C:12]3[C:17]([C:18]=2[C:19]2[CH:24]=[CH:23][CH:22]=[CH:21][CH:20]=2)=[CH:16][C:15]([NH2:25])=[CH:14][CH:13]=3)=[O:9])[CH:6]=[CH:5][CH:4]=[CH:3][CH:2]=1.[Br:26][C:27]1[CH:32]=[CH:31][C:30]([S:33](Cl)(=[O:35])=[O:34])=[CH:29][CH:28]=1, predict the reaction product. (10) Given the reactants [C:1]([N:4]1[C:12]2[C:7](=[CH:8][CH:9]=[C:10]([Cl:13])[CH:11]=2)[C:6](=[C:14]([OH:24])[C:15]2[CH:20]=[CH:19][C:18]3[O:21][CH2:22][O:23][C:17]=3[CH:16]=2)[C:5]1=[O:25])(=[O:3])[CH3:2].[CH2:26](N(C(C)C)C(C)C)C.F[B-](F)(F)F.C[O+](C)C, predict the reaction product. The product is: [C:1]([N:4]1[C:12]2[C:7](=[CH:8][CH:9]=[C:10]([Cl:13])[CH:11]=2)[C:6](=[C:14]([O:24][CH3:26])[C:15]2[CH:20]=[CH:19][C:18]3[O:21][CH2:22][O:23][C:17]=3[CH:16]=2)[C:5]1=[O:25])(=[O:3])[CH3:2].